Task: Regression. Given two drug SMILES strings and cell line genomic features, predict the synergy score measuring deviation from expected non-interaction effect.. Dataset: NCI-60 drug combinations with 297,098 pairs across 59 cell lines (1) Drug 1: CC(C)(C#N)C1=CC(=CC(=C1)CN2C=NC=N2)C(C)(C)C#N. Drug 2: CC1=C(C=C(C=C1)C(=O)NC2=CC(=CC(=C2)C(F)(F)F)N3C=C(N=C3)C)NC4=NC=CC(=N4)C5=CN=CC=C5. Cell line: NCI-H322M. Synergy scores: CSS=-12.5, Synergy_ZIP=9.75, Synergy_Bliss=7.21, Synergy_Loewe=-5.34, Synergy_HSA=-6.85. (2) Drug 1: C1CN1P(=S)(N2CC2)N3CC3. Drug 2: C1CN(P(=O)(OC1)NCCCl)CCCl. Cell line: OVCAR-5. Synergy scores: CSS=8.56, Synergy_ZIP=-3.46, Synergy_Bliss=0.785, Synergy_Loewe=-7.63, Synergy_HSA=1.30. (3) Drug 1: CS(=O)(=O)CCNCC1=CC=C(O1)C2=CC3=C(C=C2)N=CN=C3NC4=CC(=C(C=C4)OCC5=CC(=CC=C5)F)Cl. Drug 2: CCC1(C2=C(COC1=O)C(=O)N3CC4=CC5=C(C=CC(=C5CN(C)C)O)N=C4C3=C2)O.Cl. Cell line: A498. Synergy scores: CSS=20.2, Synergy_ZIP=-6.88, Synergy_Bliss=1.75, Synergy_Loewe=-0.709, Synergy_HSA=3.01. (4) Drug 1: COC1=CC(=CC(=C1O)OC)C2C3C(COC3=O)C(C4=CC5=C(C=C24)OCO5)OC6C(C(C7C(O6)COC(O7)C8=CC=CS8)O)O. Drug 2: C1C(C(OC1N2C=NC(=NC2=O)N)CO)O. Cell line: KM12. Synergy scores: CSS=19.4, Synergy_ZIP=-4.75, Synergy_Bliss=-5.71, Synergy_Loewe=-8.86, Synergy_HSA=-2.61. (5) Drug 1: CCCS(=O)(=O)NC1=C(C(=C(C=C1)F)C(=O)C2=CNC3=C2C=C(C=N3)C4=CC=C(C=C4)Cl)F. Drug 2: CN1CCC(CC1)COC2=C(C=C3C(=C2)N=CN=C3NC4=C(C=C(C=C4)Br)F)OC. Cell line: HL-60(TB). Synergy scores: CSS=-22.9, Synergy_ZIP=6.98, Synergy_Bliss=-5.23, Synergy_Loewe=-21.1, Synergy_HSA=-20.5. (6) Drug 1: CN(C(=O)NC(C=O)C(C(C(CO)O)O)O)N=O. Drug 2: COC1=C2C(=CC3=C1OC=C3)C=CC(=O)O2. Cell line: HL-60(TB). Synergy scores: CSS=12.0, Synergy_ZIP=-9.92, Synergy_Bliss=-10.2, Synergy_Loewe=-3.24, Synergy_HSA=-2.64. (7) Drug 1: CC1=CC=C(C=C1)C2=CC(=NN2C3=CC=C(C=C3)S(=O)(=O)N)C(F)(F)F. Drug 2: C(=O)(N)NO. Cell line: HOP-62. Synergy scores: CSS=-6.22, Synergy_ZIP=8.06, Synergy_Bliss=2.56, Synergy_Loewe=-0.472, Synergy_HSA=-8.68.